Dataset: Catalyst prediction with 721,799 reactions and 888 catalyst types from USPTO. Task: Predict which catalyst facilitates the given reaction. (1) Reactant: [CH2:1]([C:4]1[CH:5]=[C:6]([CH:9]=O)[NH:7][CH:8]=1)[CH2:2][CH3:3].[C:11]([CH:16]=P(C1C=CC=CC=1)(C1C=CC=CC=1)C1C=CC=CC=1)([O:13][CH2:14][CH3:15])=[O:12]. Product: [CH2:1]([C:4]1[CH:5]=[C:6](/[CH:9]=[CH:16]/[C:11]([O:13][CH2:14][CH3:15])=[O:12])[NH:7][CH:8]=1)[CH2:2][CH3:3]. The catalyst class is: 48. (2) Reactant: C([N:4]1[CH:12]=[C:11]2[C:6]([CH:7]=[CH:8][CH:9]=[C:10]2[Br:13])=[N:5]1)(=O)C. Product: [Br:13][C:10]1[CH:9]=[CH:8][CH:7]=[C:6]2[C:11]=1[CH:12]=[N:4][NH:5]2. The catalyst class is: 33. (3) Reactant: N1CCCCC1.[CH:7]1([C:13]2[C:14]3[CH:15]=[CH:16][C:17]([C:41]([O:43][C:44]([CH3:47])([CH3:46])[CH3:45])=[O:42])=[CH:18][C:19]=3[N:20]3[CH2:26][C:25]([C:27](=[O:34])[CH2:28][C:29]([O:31][CH2:32][CH3:33])=[O:30])=[CH:24][C:23]4[CH:35]=[C:36]([O:39][CH3:40])[CH:37]=[CH:38][C:22]=4[C:21]=23)[CH2:12][CH2:11][CH2:10][CH2:9][CH2:8]1.[CH:48](=O)[CH:49]([CH3:51])[CH3:50]. Product: [CH:7]1([C:13]2[C:14]3[CH:15]=[CH:16][C:17]([C:41]([O:43][C:44]([CH3:46])([CH3:45])[CH3:47])=[O:42])=[CH:18][C:19]=3[N:20]3[CH2:26][C:25]([C:27](=[O:34])/[C:28](/[C:29]([O:31][CH2:32][CH3:33])=[O:30])=[CH:48]/[CH:49]([CH3:51])[CH3:50])=[CH:24][C:23]4[CH:35]=[C:36]([O:39][CH3:40])[CH:37]=[CH:38][C:22]=4[C:21]=23)[CH2:8][CH2:9][CH2:10][CH2:11][CH2:12]1. The catalyst class is: 14. (4) Reactant: [H-].[Na+].[CH2:3]1[CH2:7][O:6][CH2:5][CH2:4]1.[CH2:8]([N:15]1[CH2:21][CH:20]2[C:22](=O)[CH:17]([CH2:18][CH2:19]2)[CH2:16]1)[C:9]1[CH:14]=[CH:13][CH:12]=[CH:11][CH:10]=1.CN(C=[O:28])C. Product: [CH2:7]([O:6][C:5](=[O:28])[CH:4]=[C:22]1[CH:17]2[CH2:18][CH2:19][CH:20]1[CH2:21][N:15]([CH2:8][C:9]1[CH:14]=[CH:13][CH:12]=[CH:11][CH:10]=1)[CH2:16]2)[CH3:3]. The catalyst class is: 161. (5) Reactant: [Cl:1][C:2]1[C:3]([N:21]=[N+]=[N-])=[C:4]2[C:9](=[CH:10][CH:11]=1)[O:8][CH:7]([C:12]([F:15])([F:14])[F:13])[C:6]([C:16]([O:18][CH2:19][CH3:20])=[O:17])=[CH:5]2. Product: [Cl:1][C:2]1[C:3]([NH2:21])=[C:4]2[C:9](=[CH:10][CH:11]=1)[O:8][CH:7]([C:12]([F:15])([F:13])[F:14])[C:6]([C:16]([O:18][CH2:19][CH3:20])=[O:17])=[CH:5]2. The catalyst class is: 5. (6) Reactant: [CH2:1]([O:3][C:4](=[O:18])[CH:5]([O:15][CH2:16][CH3:17])[CH2:6][C:7]1[CH:12]=[CH:11][C:10]([OH:13])=[C:9]([CH3:14])[CH:8]=1)[CH3:2].Cl[CH2:20][C:21]1[N:22]=[C:23]([C:26]2[CH:31]=[CH:30][C:29]([CH:32]([CH3:34])[CH3:33])=[CH:28][CH:27]=2)[S:24][CH:25]=1.C(C1C=CC(C(N)=S)=CC=1)(C)C.ClCC(CCl)=O.C(=O)([O-])[O-].[Cs+].[Cs+]. Product: [CH2:1]([O:3][C:4](=[O:18])[CH:5]([O:15][CH2:16][CH3:17])[CH2:6][C:7]1[CH:12]=[CH:11][C:10]([O:13][CH2:20][C:21]2[N:22]=[C:23]([C:26]3[CH:31]=[CH:30][C:29]([CH:32]([CH3:34])[CH3:33])=[CH:28][CH:27]=3)[S:24][CH:25]=2)=[C:9]([CH3:14])[CH:8]=1)[CH3:2]. The catalyst class is: 10. (7) Reactant: Br[C:2]1[CH:7]=[CH:6][C:5]([N+:8]([O-:10])=[O:9])=[C:4]([O:11][CH3:12])[CH:3]=1.CC1(C)C(C)(C)OB([C:21]2[CH2:26][CH2:25][N:24]([C:27]([O:29][C:30]([CH3:33])([CH3:32])[CH3:31])=[O:28])[CH2:23][CH:22]=2)O1.C(=O)([O-])[O-].[K+].[K+].B([O-])[O-].[Cl-].[Li+]. Product: [CH3:12][O:11][C:4]1[CH:3]=[C:2]([C:21]2[CH2:26][CH2:25][N:24]([C:27]([O:29][C:30]([CH3:33])([CH3:32])[CH3:31])=[O:28])[CH2:23][CH:22]=2)[CH:7]=[CH:6][C:5]=1[N+:8]([O-:10])=[O:9]. The catalyst class is: 3. (8) Reactant: C1(C)C=CC(S([O:10][CH2:11][F:12])(=O)=O)=CC=1.C(=O)([O-])[O-].[Cs+].[Cs+].O[C:21]1[N:22]=[CH:23][C:24]([C:27]([O:29][CH3:30])=[O:28])=[N:25][CH:26]=1.O. Product: [F:12][CH2:11][O:10][C:21]1[N:22]=[CH:23][C:24]([C:27]([O:29][CH3:30])=[O:28])=[N:25][CH:26]=1. The catalyst class is: 9. (9) Reactant: I[C:2]1[CH:3]=[N:4][N:5]2[CH2:10][C@H:9]([CH3:11])[N:8]([C:12]([O:14][C:15]([CH3:18])([CH3:17])[CH3:16])=[O:13])[CH2:7][C:6]=12.[NH:19]1[CH2:23][C:22](=[O:24])[NH:21][CH2:20]1.P([O-])([O-])([O-])=O.[K+].[K+].[K+].[C@H]1(N)CCCC[C@@H]1N. Product: [CH3:11][C@H:9]1[CH2:10][N:5]2[N:4]=[CH:3][C:2]([N:21]3[C:22](=[O:24])[CH2:23][NH:19][CH2:20]3)=[C:6]2[CH2:7][N:8]1[C:12]([O:14][C:15]([CH3:18])([CH3:17])[CH3:16])=[O:13]. The catalyst class is: 321.